This data is from Forward reaction prediction with 1.9M reactions from USPTO patents (1976-2016). The task is: Predict the product of the given reaction. (1) Given the reactants [CH2:1]([O:3][C:4](=[O:25])[CH:5]([O:22][CH2:23][CH3:24])[CH:6]([C:8]1[CH:13]=[CH:12][C:11]([O:14][CH2:15][C:16]2[CH:21]=[CH:20][CH:19]=[CH:18][CH:17]=2)=[CH:10][CH:9]=1)O)[CH3:2].COC(=O)C(OCC)=CC1C=CC(OCC2C=CC=CC=2)=CC=1, predict the reaction product. The product is: [CH2:1]([O:3][C:4](=[O:25])[C:5]([O:22][CH2:23][CH3:24])=[CH:6][C:8]1[CH:13]=[CH:12][C:11]([O:14][CH2:15][C:16]2[CH:17]=[CH:18][CH:19]=[CH:20][CH:21]=2)=[CH:10][CH:9]=1)[CH3:2]. (2) Given the reactants [Cl:1][C:2]1[CH:7]=[CH:6][C:5]([C:8]2[O:16][C:15]3[CH:14]=[CH:13][N:12]([C:17]4[CH:18]=[C:19]5[C:23](=[CH:24][CH:25]=4)[N:22]([CH2:26][CH:27]([O:30]C)[O:28]C)[N:21]=[CH:20]5)[C:11](=[O:32])[C:10]=3[CH:9]=2)=[CH:4][CH:3]=1.Cl, predict the reaction product. The product is: [Cl:1][C:2]1[CH:7]=[CH:6][C:5]([C:8]2[O:16][C:15]3[CH:14]=[CH:13][N:12]([C:17]4[CH:18]=[C:19]5[C:23](=[CH:24][CH:25]=4)[N:22]([CH2:26][CH:27]([OH:30])[OH:28])[N:21]=[CH:20]5)[C:11](=[O:32])[C:10]=3[CH:9]=2)=[CH:4][CH:3]=1. (3) Given the reactants [CH2:1]([NH:8][C:9]1[N:14]2[N:15]=[CH:16][C:17]([C:18]([OH:20])=O)=[C:13]2[N:12]=[CH:11][C:10]=1[C:21]([N:23]1[CH2:28][CH2:27][C:26]([F:35])([C:29]2[CH:34]=[CH:33][CH:32]=[CH:31][CH:30]=2)[CH2:25][CH2:24]1)=[O:22])[C:2]1[CH:7]=[CH:6][CH:5]=[CH:4][CH:3]=1.[CH3:36][S:37]([NH2:40])(=[O:39])=[O:38], predict the reaction product. The product is: [CH2:1]([NH:8][C:9]1[N:14]2[N:15]=[CH:16][C:17]([C:18]([NH:40][S:37]([CH3:36])(=[O:39])=[O:38])=[O:20])=[C:13]2[N:12]=[CH:11][C:10]=1[C:21]([N:23]1[CH2:24][CH2:25][C:26]([F:35])([C:29]2[CH:34]=[CH:33][CH:32]=[CH:31][CH:30]=2)[CH2:27][CH2:28]1)=[O:22])[C:2]1[CH:3]=[CH:4][CH:5]=[CH:6][CH:7]=1.